Dataset: Forward reaction prediction with 1.9M reactions from USPTO patents (1976-2016). Task: Predict the product of the given reaction. (1) Given the reactants [C:1]([CH2:3][C:4]1[CH:13]=[CH:12][C:7]([C:8]([O:10][CH3:11])=[O:9])=[CH:6][CH:5]=1)#[N:2].C(=O)([O-])O.[Na+].Cl.[NH2:20][OH:21], predict the reaction product. The product is: [NH2:2][C:1](=[N:20][OH:21])[CH2:3][C:4]1[CH:13]=[CH:12][C:7]([C:8]([O:10][CH3:11])=[O:9])=[CH:6][CH:5]=1. (2) Given the reactants [Br:1][C:2]1[CH:3]=[CH:4][C:5]([NH:25][C:26](=[O:28])[CH3:27])=[N:6][C:7]=1[C@@H:8]([NH:18]S(C(C)(C)C)=O)[CH2:9][C:10]1[CH:15]=[C:14]([F:16])[CH:13]=[C:12]([F:17])[CH:11]=1.[ClH:29], predict the reaction product. The product is: [ClH:29].[NH2:18][CH:8]([C:7]1[N:6]=[C:5]([NH:25][C:26](=[O:28])[CH3:27])[CH:4]=[CH:3][C:2]=1[Br:1])[CH2:9][C:10]1[CH:11]=[C:12]([F:17])[CH:13]=[C:14]([F:16])[CH:15]=1.